This data is from Full USPTO retrosynthesis dataset with 1.9M reactions from patents (1976-2016). The task is: Predict the reactants needed to synthesize the given product. (1) Given the product [Cl:1][C:2]1[CH:7]=[CH:6][C:5]([C@@H:8]2[CH2:12][N:11]([C:27]3[S:28][CH:29]=[CH:30][N:31]=3)[CH2:10][C@H:9]2[C:13]([O:15][CH3:16])=[O:14])=[CH:4][CH:3]=1, predict the reactants needed to synthesize it. The reactants are: [Cl:1][C:2]1[CH:7]=[CH:6][C:5]([C@@H:8]2[CH2:12][NH:11][CH2:10][C@H:9]2[C:13]([O:15][CH3:16])=[O:14])=[CH:4][CH:3]=1.CCN(C(C)C)C(C)C.Br[C:27]1[S:28][CH:29]=[CH:30][N:31]=1. (2) Given the product [Cl:15][C:13]1[CH:12]=[CH:11][C:9]2[O:10][C:5]3[C:4]([N:16]4[CH2:21][CH2:20][N:19]([CH3:22])[CH2:18][CH2:17]4)=[N:3][C:2]([NH:30][CH2:29][C:28]4[CH:31]=[CH:32][C:25]([O:24][CH3:23])=[CH:26][CH:27]=4)=[N:7][C:6]=3[C:8]=2[CH:14]=1, predict the reactants needed to synthesize it. The reactants are: Cl[C:2]1[N:3]=[C:4]([N:16]2[CH2:21][CH2:20][N:19]([CH3:22])[CH2:18][CH2:17]2)[C:5]2[O:10][C:9]3[CH:11]=[CH:12][C:13]([Cl:15])=[CH:14][C:8]=3[C:6]=2[N:7]=1.[CH3:23][O:24][C:25]1[CH:32]=[CH:31][C:28]([CH2:29][NH2:30])=[CH:27][CH:26]=1. (3) Given the product [CH3:1][O:2][C:3](=[O:14])[CH:4]=[CH:5][C:6]1[CH:11]=[CH:10][C:9]([F:12])=[CH:8][C:7]=1[O:13][CH2:21][CH2:22][CH2:23][CH3:24], predict the reactants needed to synthesize it. The reactants are: [CH3:1][O:2][C:3](=[O:14])[CH:4]=[CH:5][C:6]1[CH:11]=[CH:10][C:9]([F:12])=[CH:8][C:7]=1[OH:13].C([O-])([O-])=O.[K+].[K+].[CH2:21](I)[CH2:22][CH2:23][CH3:24].